From a dataset of Forward reaction prediction with 1.9M reactions from USPTO patents (1976-2016). Predict the product of the given reaction. (1) Given the reactants [NH2:1][C:2]1[N:11]=[C:10]([CH3:12])[C:9]2[C:8](=[O:13])[CH2:7][CH:6]([C:14]3[CH:19]=[CH:18][C:17]([F:20])=[CH:16][C:15]=3Br)[CH2:5][C:4]=2[N:3]=1.[F:22][C:23]1[C:28](B(O)O)=[CH:27][CH:26]=[CH:25][N:24]=1.C(=O)([O-])[O-].[K+].[K+], predict the reaction product. The product is: [NH2:1][C:2]1[N:11]=[C:10]([CH3:12])[C:9]2[C:8](=[O:13])[CH2:7][CH:6]([C:14]3[CH:19]=[CH:18][C:17]([F:20])=[CH:16][C:15]=3[C:28]3[C:23]([F:22])=[N:24][CH:25]=[CH:26][CH:27]=3)[CH2:5][C:4]=2[N:3]=1. (2) Given the reactants [C:1]([C:4]1[CH:5]=[C:6]([F:32])[C:7]([C:15]2[CH:24]=[CH:23][CH:22]=[C:21]3[C:16]=2[CH2:17][CH2:18][N:19](C(OC(C)(C)C)=O)[CH2:20]3)=[C:8]2[C:12]=1[NH:11][C:10]([CH3:13])=[C:9]2[CH3:14])(=[O:3])[NH2:2].C(O)(C(F)(F)F)=O, predict the reaction product. The product is: [F:32][C:6]1[C:7]([C:15]2[CH:24]=[CH:23][CH:22]=[C:21]3[C:16]=2[CH2:17][CH2:18][NH:19][CH2:20]3)=[C:8]2[C:12](=[C:4]([C:1]([NH2:2])=[O:3])[CH:5]=1)[NH:11][C:10]([CH3:13])=[C:9]2[CH3:14]. (3) Given the reactants [Cl:1][C:2]1[C:3]([NH:21][C:22]2[CH:31]=[CH:30][CH:29]=[CH:28][C:23]=2[C:24]([NH:26][CH3:27])=[O:25])=[N:4][C:5]([NH:8][C:9]2[CH:17]=[C:16]([N+:18]([O-])=O)[CH:15]=[C:14]3[C:10]=2[CH2:11][CH2:12][CH2:13]3)=[N:6][CH:7]=1.C(O)C, predict the reaction product. The product is: [NH2:18][C:16]1[CH:15]=[C:14]2[C:10]([CH2:11][CH2:12][CH2:13]2)=[C:9]([NH:8][C:5]2[N:4]=[C:3]([NH:21][C:22]3[CH:31]=[CH:30][CH:29]=[CH:28][C:23]=3[C:24]([NH:26][CH3:27])=[O:25])[C:2]([Cl:1])=[CH:7][N:6]=2)[CH:17]=1. (4) Given the reactants [O:1]=[C:2]1[C:11]2[C:6](=[CH:7][CH:8]=[CH:9][CH:10]=2)[C:5]2[CH2:12][C:13]3[C:14]([C:19](OC)=[O:20])=[CH:15][CH:16]=[CH:17][C:18]=3[C:4]=2[NH:3]1, predict the reaction product. The product is: [OH:20][CH2:19][C:14]1[C:13]2[CH2:12][C:5]3[C:6]4[C:11](=[CH:10][CH:9]=[CH:8][CH:7]=4)[C:2](=[O:1])[NH:3][C:4]=3[C:18]=2[CH:17]=[CH:16][CH:15]=1. (5) The product is: [OH:23][CH2:24][C:25]1[N:26]=[C:27]([C:30]2[CH:31]=[CH:32][C:33]([C:3]3[CH:8]=[CH:7][C:6]([N:9]4[CH2:13][C@H:12]([CH2:14][C:15](=[O:19])[C:16]([NH2:18])=[O:17])[O:11][CH2:10]4)=[CH:5][C:4]=3[F:20])=[CH:34][CH:35]=2)[S:28][CH:29]=1. Given the reactants C[Sn](C)(C)[C:3]1[CH:8]=[CH:7][C:6]([N:9]2[CH2:13][C@H:12]([CH2:14][C:15](=[O:19])[C:16]([NH2:18])=[O:17])[O:11][CH2:10]2)=[CH:5][C:4]=1[F:20].[OH:23][CH2:24][C:25]1[N:26]=[C:27]([C:30]2[CH:35]=[CH:34][C:33](Br)=[CH:32][CH:31]=2)[S:28][CH:29]=1, predict the reaction product. (6) Given the reactants [S:1]1[CH:5]=[CH:4][N:3]=[C:2]1[C:6]1[N:11]=[C:10]([C:12](OC)=[O:13])[CH:9]=[CH:8][CH:7]=1.[BH4-].[Na+], predict the reaction product. The product is: [S:1]1[CH:5]=[CH:4][N:3]=[C:2]1[C:6]1[N:11]=[C:10]([CH2:12][OH:13])[CH:9]=[CH:8][CH:7]=1. (7) Given the reactants C[C:2]1[CH:7]=[C:6]([N+:8]([O-:10])=[O:9])[CH:5]=C[C:3]=1[C:11]([F:14])([F:13])[F:12].[C:15]([OH:18])(=[O:17])[CH3:16].O.S(=O)(=O)(O)O, predict the reaction product. The product is: [N+:8]([C:6]1[CH:7]=[CH:2][C:3]([C:11]([F:12])([F:13])[F:14])=[C:16]([CH:5]=1)[C:15]([OH:18])=[O:17])([O-:10])=[O:9]. (8) Given the reactants [CH3:1][N:2]1[C:6](=[O:7])[N:5]([C:8]2[CH:13]=[C:12]([N+:14]([O-])=O)[CH:11]=[CH:10][C:9]=2[N:17]2[CH2:22][CH2:21][N:20]([CH:23]3[CH2:26][O:25][CH2:24]3)[CH2:19][CH2:18]2)[N:4]=[N:3]1, predict the reaction product. The product is: [NH2:14][C:12]1[CH:11]=[CH:10][C:9]([N:17]2[CH2:22][CH2:21][N:20]([CH:23]3[CH2:26][O:25][CH2:24]3)[CH2:19][CH2:18]2)=[C:8]([N:5]2[C:6](=[O:7])[N:2]([CH3:1])[N:3]=[N:4]2)[CH:13]=1.